Predict the reaction yield, written as a fraction of the theoretical maximum amount of product (1.0 means a 100% yield; for example, 0.34 means a 34% yield). From a dataset of Reaction yield outcomes from USPTO patents with 853,638 reactions. The reactants are [CH3:1][N:2]1[C:6]([O:7][CH2:8][C:9]([F:12])([F:11])[F:10])=[C:5]([CH2:13]O)[C:4]([CH3:15])=[N:3]1.NC(N)=S.Cl.C(=O)([O-])[O-].[K+].[K+].[F:27][CH:28]1[C:32]([CH3:34])([CH3:33])[O:31][N:30]=[C:29]1[S:35](C)(=O)=O. The catalyst is O.O1CCOCC1. The product is [CH3:1][N:2]1[C:6]([O:7][CH2:8][C:9]([F:12])([F:11])[F:10])=[C:5]([CH2:13][S:35][C:29]2[CH:28]([F:27])[C:32]([CH3:34])([CH3:33])[O:31][N:30]=2)[C:4]([CH3:15])=[N:3]1. The yield is 0.530.